Dataset: Reaction yield outcomes from USPTO patents with 853,638 reactions. Task: Predict the reaction yield, written as a fraction of the theoretical maximum amount of product (1.0 means a 100% yield; for example, 0.34 means a 34% yield). (1) The reactants are Cl.Cl[CH2:3][C:4]1[N:8]([CH2:9][CH3:10])[CH:7]=[N:6][C:5]=1[CH3:11].[CH3:12][C:13]1[N:18]=[C:17]([SH:19])[N:16]=[C:15]([OH:20])[CH:14]=1.C(=O)([O-])[O-].[K+].[K+]. The catalyst is CC(C)=O. The product is [CH2:9]([N:8]1[C:4]([CH2:3][S:19][C:17]2[N:16]=[C:15]([OH:20])[CH:14]=[C:13]([CH3:12])[N:18]=2)=[C:5]([CH3:11])[N:6]=[CH:7]1)[CH3:10]. The yield is 0.460. (2) The reactants are FC(F)(F)C(O)=O.[CH:8]([N:11]1[C:15]([C:16]2[N:25]=[C:24]3[N:18]([CH2:19][CH2:20][O:21][C:22]4[CH:29]=[C:28]([CH:30]5[CH2:35][CH2:34][NH:33][CH2:32][CH2:31]5)[CH:27]=[CH:26][C:23]=43)[CH:17]=2)=[N:14][CH:13]=[N:12]1)([CH3:10])[CH3:9].C(=O)([O-])[O-].[K+].[K+].Br[CH2:43][CH2:44][O:45][CH3:46]. The catalyst is CN(C=O)C.C(Cl)Cl. The product is [CH:8]([N:11]1[C:15]([C:16]2[N:25]=[C:24]3[C:23]4[CH:26]=[CH:27][C:28]([CH:30]5[CH2:35][CH2:34][N:33]([CH2:43][CH2:44][O:45][CH3:46])[CH2:32][CH2:31]5)=[CH:29][C:22]=4[O:21][CH2:20][CH2:19][N:18]3[CH:17]=2)=[N:14][CH:13]=[N:12]1)([CH3:10])[CH3:9]. The yield is 0.480. (3) The reactants are [C:1]([O:12][CH3:13])(=[O:11])[C:2]1[CH:10]=[CH:9][C:7]([OH:8])=[C:4]([O:5][CH3:6])[CH:3]=1.C([O-])([O-])=O.[Cs+].[Cs+].[Cl:20][CH2:21][CH2:22][CH2:23]Br. The catalyst is CC(C)=O.O. The product is [Cl:20][CH2:21][CH2:22][CH2:23][O:8][C:7]1[CH:9]=[CH:10][C:2]([C:1]([O:12][CH3:13])=[O:11])=[CH:3][C:4]=1[O:5][CH3:6]. The yield is 0.850. (4) The reactants are [CH2:1]([N:3]([C@H:28]1[CH2:33][CH2:32][C@@H:31]([OH:34])[CH2:30][CH2:29]1)[C:4]1[C:19]2[CH2:18][CH:17]=[CH:16][CH2:15][CH2:14][C:13]3[CH:20]=[C:21]([CH3:26])[N:22]=[C:23]([O:24]C)[C:12]=3[CH2:11][NH:10][C:9](=[O:27])[C:8]=2[CH:7]=[CH:6][CH:5]=1)[CH3:2].Cl. The catalyst is CO. The product is [CH2:1]([N:3]([C@H:28]1[CH2:33][CH2:32][C@@H:31]([OH:34])[CH2:30][CH2:29]1)[C:4]1[C:19]2[CH2:18][CH:17]=[CH:16][CH2:15][CH2:14][C:13]3[CH:20]=[C:21]([CH3:26])[NH:22][C:23](=[O:24])[C:12]=3[CH2:11][NH:10][C:9](=[O:27])[C:8]=2[CH:7]=[CH:6][CH:5]=1)[CH3:2]. The yield is 0.633. (5) The reactants are [Br:1][C:2]1[C:11]2[C:6](=[CH:7][CH:8]=[CH:9][CH:10]=2)[C:5](Cl)=[N:4][CH:3]=1.[CH3:13][O-:14].[Na+]. The catalyst is CO.O. The product is [Br:1][C:2]1[C:11]2[C:6](=[CH:7][CH:8]=[CH:9][CH:10]=2)[C:5]([O:14][CH3:13])=[N:4][CH:3]=1. The yield is 0.880.